Dataset: Full USPTO retrosynthesis dataset with 1.9M reactions from patents (1976-2016). Task: Predict the reactants needed to synthesize the given product. (1) The reactants are: [CH3:1][C:2]1[N:3]=[C:4]([NH:22]C(=O)C)[S:5][C:6]=1[C:7]1[CH:11]=[C:10]([S:12]([N:15]2[CH2:20][CH2:19][N:18]([CH3:21])[CH2:17][CH2:16]2)(=[O:14])=[O:13])[S:9][CH:8]=1.CCO. Given the product [CH3:1][C:2]1[N:3]=[C:4]([NH2:22])[S:5][C:6]=1[C:7]1[CH:11]=[C:10]([S:12]([N:15]2[CH2:20][CH2:19][N:18]([CH3:21])[CH2:17][CH2:16]2)(=[O:14])=[O:13])[S:9][CH:8]=1, predict the reactants needed to synthesize it. (2) Given the product [Cl:1][C:2]1[CH:3]=[C:4]([S:8]([CH:11]2[CH2:16][CH2:15][N:14]([C:18]3[N:19]=[CH:20][CH:21]=[CH:22][C:23]=3[C:24]#[N:25])[CH2:13][CH2:12]2)(=[O:10])=[O:9])[CH:5]=[CH:6][CH:7]=1, predict the reactants needed to synthesize it. The reactants are: [Cl:1][C:2]1[CH:3]=[C:4]([S:8]([CH:11]2[CH2:16][CH2:15][NH:14][CH2:13][CH2:12]2)(=[O:10])=[O:9])[CH:5]=[CH:6][CH:7]=1.Cl[C:18]1[C:23]([C:24]#[N:25])=[CH:22][CH:21]=[CH:20][N:19]=1.CCN(C(C)C)C(C)C. (3) The reactants are: Br[C:2]1[CH:7]=[C:6]([F:8])[C:5]([NH:9][C:10]2[N:14]([CH3:15])[N:13]=[C:12]([CH3:16])[C:11]=2[C:17]2[CH:22]=[CH:21][C:20]([F:23])=[CH:19][C:18]=2[F:24])=[C:4]([F:25])[CH:3]=1.[C:26](=O)([O-])[O-].[Cs+].[Cs+].C(Cl)Cl.CB1OB(C)OB(C)O1. Given the product [F:8][C:6]1[CH:7]=[C:2]([CH3:26])[CH:3]=[C:4]([F:25])[C:5]=1[NH:9][C:10]1[N:14]([CH3:15])[N:13]=[C:12]([CH3:16])[C:11]=1[C:17]1[CH:22]=[CH:21][C:20]([F:23])=[CH:19][C:18]=1[F:24], predict the reactants needed to synthesize it. (4) Given the product [C:2]([C:8]1[CH:17]=[CH:16][C:15]2[C:10](=[CH:11][CH:12]=[CH:13][CH:14]=2)[C:9]=1[C:18]([OH:20])=[O:19])([CH3:5])([CH3:4])[CH3:3], predict the reactants needed to synthesize it. The reactants are: [Li][C:2]([CH3:5])([CH3:4])[CH3:3].CO[C:8]1[CH:17]=[CH:16][C:15]2[C:10](=[CH:11][CH:12]=[CH:13][CH:14]=2)[C:9]=1[C:18]([OH:20])=[O:19].O.Cl. (5) The reactants are: [CH3:1][O:2][C:3]1[CH:23]=[CH:22][C:21]([O:24][CH3:25])=[CH:20][C:4]=1[CH2:5][CH:6]1[C:15]2[C:10](=[C:11]([O:18][CH3:19])[CH:12]=[CH:13][C:14]=2[O:16][CH3:17])[CH2:9][CH2:8][NH:7]1.Br[CH2:27][C:28](Br)=[O:29].[NH2:31][C@H:32]1[C:40]2[C:35](=[CH:36][CH:37]=[CH:38][CH:39]=2)[CH2:34][C@H:33]1[OH:41]. Given the product [CH3:1][O:2][C:3]1[CH:23]=[CH:22][C:21]([O:24][CH3:25])=[CH:20][C:4]=1[CH2:5][CH:6]1[C:15]2[C:10](=[C:11]([O:18][CH3:19])[CH:12]=[CH:13][C:14]=2[O:16][CH3:17])[CH2:9][CH2:8][N:7]1[CH2:27][C:28]([NH:31][C@H:32]1[C:40]2[C:35](=[CH:36][CH:37]=[CH:38][CH:39]=2)[CH2:34][C@H:33]1[OH:41])=[O:29], predict the reactants needed to synthesize it. (6) Given the product [N:1]1([C:10]2([C:15]([Cl:21])=[O:17])[CH2:14][CH2:13][CH2:12][CH2:11]2)[C:5]2=[N:6][CH:7]=[CH:8][CH:9]=[C:4]2[CH:3]=[CH:2]1, predict the reactants needed to synthesize it. The reactants are: [N:1]1([C:10]2([C:15]([OH:17])=O)[CH2:14][CH2:13][CH2:12][CH2:11]2)[C:5]2=[N:6][CH:7]=[CH:8][CH:9]=[C:4]2[CH:3]=[CH:2]1.C(Cl)(=O)C([Cl:21])=O.CN(C)C=O.